This data is from HIV replication inhibition screening data with 41,000+ compounds from the AIDS Antiviral Screen. The task is: Binary Classification. Given a drug SMILES string, predict its activity (active/inactive) in a high-throughput screening assay against a specified biological target. (1) The compound is O=C(Nc1n[nH]c(=S)[nH]1)C(=O)C(C(=O)c1ccc2ccccc2c1)C1OC(=O)c2ccccc21. The result is 0 (inactive). (2) The drug is CN(C)c1ccc(-c2cc(C(=O)O)c3c(ccc4ccccc43)n2)cc1. The result is 0 (inactive).